Dataset: Forward reaction prediction with 1.9M reactions from USPTO patents (1976-2016). Task: Predict the product of the given reaction. (1) Given the reactants [CH:1]1[C:10]2[C:5](=[CH:6][CH:7]=[CH:8][CH:9]=2)[CH:4]=[C:3]([C:11]([OH:13])=O)[N:2]=1.Cl.[CH2:15]([NH:22][OH:23])[C:16]1[CH:21]=[CH:20][CH:19]=[CH:18][CH:17]=1, predict the reaction product. The product is: [CH2:15]([N:22]([OH:23])[C:11]([C:3]1[N:2]=[CH:1][C:10]2[C:5]([CH:4]=1)=[CH:6][CH:7]=[CH:8][CH:9]=2)=[O:13])[C:16]1[CH:21]=[CH:20][CH:19]=[CH:18][CH:17]=1. (2) Given the reactants [NH2:1][C:2]1[CH:3]=[C:4]([NH:8][C:9]2[N:14]=[C:13]([NH:15][C:16]3[CH:21]=[CH:20][CH:19]=[C:18]([NH2:22])[CH:17]=3)[C:12]([F:23])=[CH:11][N:10]=2)[CH:5]=[CH:6][CH:7]=1.Br[CH2:25][C:26]([O:28][C:29]([CH3:32])([CH3:31])[CH3:30])=[O:27], predict the reaction product. The product is: [C:29]([O:28][C:26]([CH:25]=[N:1][C:2]1[CH:3]=[C:4]([NH:8][C:9]2[N:14]=[C:13]([NH:15][C:16]3[CH:21]=[CH:20][CH:19]=[C:18]([N:22]=[CH:25][C:26]([O:28][C:29]([CH3:32])([CH3:31])[CH3:30])=[O:27])[CH:17]=3)[C:12]([F:23])=[CH:11][N:10]=2)[CH:5]=[CH:6][CH:7]=1)=[O:27])([CH3:32])([CH3:31])[CH3:30]. (3) Given the reactants [OH:1][CH2:2][CH:3]1[CH2:8][CH2:7][N:6]([C:9]([O:11][CH3:12])=[O:10])[CH:5]([CH2:13][C:14]([CH3:17])([CH3:16])[CH3:15])[CH2:4]1.I([O-])(=O)(=O)=[O:19].[Na+], predict the reaction product. The product is: [CH3:12][O:11][C:9]([N:6]1[CH2:7][CH2:8][CH:3]([C:2]([OH:19])=[O:1])[CH2:4][CH:5]1[CH2:13][C:14]([CH3:17])([CH3:16])[CH3:15])=[O:10]. (4) The product is: [ClH:2].[Cl:2][C:3]1[CH:4]=[C:5]([C:9]2[N:14]=[C:13]3[CH2:15][CH2:16][CH2:17][C:12]3=[C:11]([NH:18][C@H:19]3[CH2:24][CH2:23][C@H:22]([CH2:25][C:26]([NH2:27])=[O:29])[CH2:21][CH2:20]3)[CH:10]=2)[CH:6]=[CH:7][CH:8]=1. Given the reactants Cl.[Cl:2][C:3]1[CH:4]=[C:5]([C:9]2[N:14]=[C:13]3[CH2:15][CH2:16][CH2:17][C:12]3=[C:11]([NH:18][C@H:19]3[CH2:24][CH2:23][C@H:22]([CH2:25][C:26]#[N:27])[CH2:21][CH2:20]3)[CH:10]=2)[CH:6]=[CH:7][CH:8]=1.C([O-])(O)=[O:29].[Na+], predict the reaction product. (5) Given the reactants [OH:1][C@H:2]([C@H:10]1[O:15][CH2:14][CH2:13][N:12]([C:16]2[CH:21]=[CH:20][CH:19]=[C:18]([C:22]([F:25])([F:24])[F:23])[N:17]=2)[C:11]1=[O:26])[C:3]([O:5][C:6]([CH3:9])([CH3:8])[CH3:7])=[O:4].[Li+].[CH3:28]C([N-]C(C)C)C.CI, predict the reaction product. The product is: [OH:1][C@H:2]([C@@:10]1([CH3:28])[O:15][CH2:14][CH2:13][N:12]([C:16]2[CH:21]=[CH:20][CH:19]=[C:18]([C:22]([F:23])([F:25])[F:24])[N:17]=2)[C:11]1=[O:26])[C:3]([O:5][C:6]([CH3:8])([CH3:7])[CH3:9])=[O:4].